From a dataset of Full USPTO retrosynthesis dataset with 1.9M reactions from patents (1976-2016). Predict the reactants needed to synthesize the given product. (1) Given the product [CH2:1]([O:8][C:14]1[CH:15]=[C:16]([F:18])[CH:17]=[C:12]([Br:11])[CH:13]=1)[C:2]1[CH:7]=[CH:6][CH:5]=[CH:4][CH:3]=1, predict the reactants needed to synthesize it. The reactants are: [CH2:1]([OH:8])[C:2]1[CH:7]=[CH:6][CH:5]=[CH:4][CH:3]=1.[H-].[Na+].[Br:11][C:12]1[CH:17]=[C:16]([F:18])[CH:15]=[C:14](F)[CH:13]=1.O. (2) Given the product [Cl:1][CH2:2][C@@H:3]([OH:15])[CH2:4][C@@H:5]([OH:14])[CH2:6][C:7]([O:9][C:10]([CH3:11])([CH3:12])[CH3:13])=[O:8], predict the reactants needed to synthesize it. The reactants are: [Cl:1][CH2:2][C@@H:3]([OH:15])[CH2:4][C:5](=[O:14])[CH2:6][C:7]([O:9][C:10]([CH3:13])([CH3:12])[CH3:11])=[O:8].O=C[C@@H]([C@H]([C@@H]([C@@H](CO)O)O)O)O. (3) Given the product [C:10]([C:13]1[S:14][C:15]([C:2]2[S:6][C:5]([C:7]([OH:9])=[O:8])=[CH:4][CH:3]=2)=[CH:16][CH:17]=1)(=[O:12])[CH3:11], predict the reactants needed to synthesize it. The reactants are: Br[C:2]1[S:6][C:5]([C:7]([OH:9])=[O:8])=[CH:4][CH:3]=1.[C:10]([C:13]1[S:14][C:15](B(O)O)=[CH:16][CH:17]=1)(=[O:12])[CH3:11].C(=O)([O-])[O-].[K+].[K+].O1CCOCC1. (4) Given the product [CH2:10]([CH:24]1[CH2:25][CH2:26][NH:22][C:23]1=[O:27])[CH2:11][CH:12]=[CH2:13], predict the reactants needed to synthesize it. The reactants are: CCN(C(C)C)C(C)C.[CH2:10]([Li])[CH2:11][CH2:12][CH3:13].[Si]([N:22]1[CH2:26][CH2:25][CH2:24][C:23]1=[O:27])(C(C)(C)C)(C)C.BrCCC=C. (5) Given the product [CH3:1][O:2][C:3]1[N:8]=[CH:7][C:6]([CH2:9][C:10]2[CH:11]=[CH:12][C:13]([NH:16][C:25]([NH:24][C:21]3[CH:22]=[CH:23][C:18]([CH3:17])=[CH:19][CH:20]=3)=[O:26])=[CH:14][CH:15]=2)=[CH:5][CH:4]=1, predict the reactants needed to synthesize it. The reactants are: [CH3:1][O:2][C:3]1[N:8]=[CH:7][C:6]([CH2:9][C:10]2[CH:15]=[CH:14][C:13]([NH2:16])=[CH:12][CH:11]=2)=[CH:5][CH:4]=1.[CH3:17][C:18]1[CH:23]=[CH:22][C:21]([N:24]=[C:25]=[O:26])=[CH:20][CH:19]=1. (6) Given the product [NH2:7][C@H:8]([C:10]1[CH:11]=[CH:12][C:13]([CH2:16][CH2:17][NH:18][C:19]2[N:24]=[C:23]([N:25]([CH3:38])[C:26]3[CH:31]=[CH:30][N:29]=[C:28]([C:32]4[CH:33]=[CH:34][CH:35]=[CH:36][CH:37]=4)[N:27]=3)[CH:22]=[CH:21][N:20]=2)=[CH:14][CH:15]=1)[CH3:9], predict the reactants needed to synthesize it. The reactants are: C(OC(=O)[NH:7][C@H:8]([C:10]1[CH:15]=[CH:14][C:13]([CH2:16][CH2:17][NH:18][C:19]2[N:24]=[C:23]([N:25]([CH3:38])[C:26]3[CH:31]=[CH:30][N:29]=[C:28]([C:32]4[CH:37]=[CH:36][CH:35]=[CH:34][CH:33]=4)[N:27]=3)[CH:22]=[CH:21][N:20]=2)=[CH:12][CH:11]=1)[CH3:9])(C)(C)C.Cl. (7) Given the product [CH2:1]([O:3][C:4](=[O:10])[CH2:5][C:6]1[N:21]=[C:19]([NH:18][C:15]2[CH:16]=[CH:17][C:12]([Cl:11])=[C:13]([C:22]([F:24])([F:23])[F:25])[CH:14]=2)[S:20][CH:7]=1)[CH3:2], predict the reactants needed to synthesize it. The reactants are: [CH2:1]([O:3][C:4](=[O:10])[CH2:5][C:6](=O)[CH2:7]Cl)[CH3:2].[Cl:11][C:12]1[CH:17]=[CH:16][C:15]([NH:18][C:19]([NH2:21])=[S:20])=[CH:14][C:13]=1[C:22]([F:25])([F:24])[F:23]. (8) Given the product [Br:1][C:2]1[C:3]2[N:4]([CH:10]=[C:11]([CH2:12][C:13]3[CH:18]=[CH:17][CH:16]=[C:15]([C:19]([F:20])([F:21])[F:22])[CH:14]=3)[N:8]=2)[CH:5]=[CH:6][CH:7]=1, predict the reactants needed to synthesize it. The reactants are: [Br:1][C:2]1[C:3]([NH2:8])=[N:4][CH:5]=[CH:6][CH:7]=1.Br[CH2:10][C:11](=O)[CH2:12][C:13]1[CH:18]=[CH:17][CH:16]=[C:15]([C:19]([F:22])([F:21])[F:20])[CH:14]=1.C(=O)(O)[O-].[Na+].O. (9) The reactants are: [N:1]1C=CC=CC=1C(=O)CC(=O)CC(C1C=CC=CN=1)=O.[CH2:21]([O:23][C:24]1[CH:29]=[CH:28][N:27]=[C:26]([C:30](=O)[CH2:31][C:32](=[O:45])[CH2:33][C:34]([C:36]2[CH:41]=[C:40]([O:42][CH2:43][CH3:44])[CH:39]=[CH:38][N:37]=2)=O)[CH:25]=1)[CH3:22]. Given the product [CH2:21]([O:23][C:24]1[CH:29]=[CH:28][N:27]=[C:26]([C:30]2[NH:1][C:34]([C:36]3[CH:41]=[C:40]([O:42][CH2:43][CH3:44])[CH:39]=[CH:38][N:37]=3)=[CH:33][C:32](=[O:45])[CH:31]=2)[CH:25]=1)[CH3:22], predict the reactants needed to synthesize it. (10) Given the product [Cl:27][C:24]1[CH:23]=[CH:22][C:21]([S:20][C:4]2[C:3]3[C:2]([C:36]4[CH:35]=[CH:34][CH:33]=[C:32]5[C:37]=4[N:28]=[CH:29][CH:30]=[CH:31]5)=[CH:10][C:9]([F:11])=[CH:8][C:7]=3[N:6]3[CH2:12][CH2:13][CH:14]([CH2:15][C:16]([OH:18])=[O:17])[C:5]=23)=[CH:26][CH:25]=1, predict the reactants needed to synthesize it. The reactants are: Br[C:2]1[C:3]2[C:4]([S:20][C:21]3[CH:26]=[CH:25][C:24]([Cl:27])=[CH:23][CH:22]=3)=[C:5]3[CH:14]([CH2:15][C:16]([O:18]C)=[O:17])[CH2:13][CH2:12][N:6]3[C:7]=2[CH:8]=[C:9]([F:11])[CH:10]=1.[N:28]1[C:37]2[C:32](=[CH:33][CH:34]=[CH:35][C:36]=2B(O)O)[CH:31]=[CH:30][CH:29]=1.